From a dataset of Forward reaction prediction with 1.9M reactions from USPTO patents (1976-2016). Predict the product of the given reaction. Given the reactants C([O:8][C:9]1[CH:18]=[C:17]2[C:12]([C:13]([NH:19][C:20]3[CH:21]=[C:22]([NH:27][C:28](=[O:40])[C:29]4[CH:34]=[CH:33][CH:32]=[C:31]([C:35]([C:38]#[N:39])([CH3:37])[CH3:36])[CH:30]=4)[CH:23]=[CH:24][C:25]=3[CH3:26])=[N:14][CH:15]=[N:16]2)=[CH:11][C:10]=1[O:41][CH3:42])C1C=CC=CC=1.[H][H], predict the reaction product. The product is: [C:38]([C:35]([C:31]1[CH:30]=[C:29]([CH:34]=[CH:33][CH:32]=1)[C:28]([NH:27][C:22]1[CH:23]=[CH:24][C:25]([CH3:26])=[C:20]([NH:19][C:13]2[C:12]3[C:17](=[CH:18][C:9]([OH:8])=[C:10]([O:41][CH3:42])[CH:11]=3)[N:16]=[CH:15][N:14]=2)[CH:21]=1)=[O:40])([CH3:36])[CH3:37])#[N:39].